From a dataset of Reaction yield outcomes from USPTO patents with 853,638 reactions. Predict the reaction yield, written as a fraction of the theoretical maximum amount of product (1.0 means a 100% yield; for example, 0.34 means a 34% yield). (1) The reactants are CN1CCOCC1.C1C=CC2N(O)N=NC=2C=1.[NH2:18][C@H:19]([C:24]([NH:26][C@H:27]([C:32]([O:34][CH3:35])=[O:33])[CH2:28][CH:29]([CH3:31])[CH3:30])=[O:25])[CH2:20][CH:21]([CH3:23])[CH3:22].Cl.[NH:37]([C:57]([O:59][CH2:60][C:61]1[CH:66]=[CH:65][CH:64]=[CH:63][CH:62]=1)=[O:58])[C@H:38]([C:54](O)=[O:55])[CH2:39][CH2:40][CH2:41][CH2:42][NH:43][C:44]([O:46][CH2:47][C:48]1[CH:53]=[CH:52][CH:51]=[CH:50][CH:49]=1)=[O:45].C1CCC(N=C=NC2CCCCC2)CC1. The catalyst is C(OCC)(=O)C.CN(C=O)C. The product is [NH:37]([C:57]([O:59][CH2:60][C:61]1[CH:62]=[CH:63][CH:64]=[CH:65][CH:66]=1)=[O:58])[C@H:38]([C:54]([NH:18][C@H:19]([C:24]([NH:26][C@H:27]([C:32]([O:34][CH3:35])=[O:33])[CH2:28][CH:29]([CH3:30])[CH3:31])=[O:25])[CH2:20][CH:21]([CH3:22])[CH3:23])=[O:55])[CH2:39][CH2:40][CH2:41][CH2:42][NH:43][C:44]([O:46][CH2:47][C:48]1[CH:49]=[CH:50][CH:51]=[CH:52][CH:53]=1)=[O:45]. The yield is 0.996. (2) The reactants are [CH3:1][O:2][C:3]1[CH:8]=[CH:7][CH:6]=[CH:5][C:4]=1[N:9]1[CH2:14][CH2:13][N:12]([CH2:15][CH2:16][C:17]([NH:19][NH2:20])=[O:18])[CH2:11][CH2:10]1.[CH2:21]1[CH2:26][CH2:25][CH:24]([CH2:27][N:28]=[C:29]=[O:30])[CH2:23][CH2:22]1.CCCCCC. The catalyst is C1(C)C=CC=CC=1. The product is [CH:24]1([CH2:27][NH:28][C:29]([NH:20][NH:19][C:17](=[O:18])[CH2:16][CH2:15][N:12]2[CH2:11][CH2:10][N:9]([C:4]3[CH:5]=[CH:6][CH:7]=[CH:8][C:3]=3[O:2][CH3:1])[CH2:14][CH2:13]2)=[O:30])[CH2:25][CH2:26][CH2:21][CH2:22][CH2:23]1. The yield is 0.870.